From a dataset of Catalyst prediction with 721,799 reactions and 888 catalyst types from USPTO. Predict which catalyst facilitates the given reaction. (1) Reactant: [Na].[Cl:2][C:3]1[N:11]=[C:10]2[C:6]([NH:7][CH:8]=[N:9]2)=[C:5]([N:12]2[CH:16]=[CH:15][N:14]=[C:13]2[CH2:17][CH2:18][CH3:19])[N:4]=1.[C:20]1([CH3:46])[CH:25]=[CH:24][C:23]([C:26]([O:28][C@@H:29]2[C@@H:33]([CH2:34][O:35][C:36]([C:38]3[CH:43]=[CH:42][C:41]([CH3:44])=[CH:40][CH:39]=3)=[O:37])[O:32][C@H:31](Cl)[CH2:30]2)=[O:27])=[CH:22][CH:21]=1. Product: [Cl:2][C:3]1[N:11]=[C:10]2[C:6]([N:7]=[CH:8][N:9]2[C@@H:31]2[O:32][C@H:33]([CH2:34][O:35][C:36]([C:38]3[CH:39]=[CH:40][C:41]([CH3:44])=[CH:42][CH:43]=3)=[O:37])[C@@H:29]([O:28][C:26]([C:23]3[CH:22]=[CH:21][C:20]([CH3:46])=[CH:25][CH:24]=3)=[O:27])[CH2:30]2)=[C:5]([N:12]2[CH:16]=[CH:15][N:14]=[C:13]2[CH2:17][CH2:18][CH3:19])[N:4]=1. The catalyst class is: 496. (2) Reactant: [Mg].[CH2:2](Br)[CH2:3][CH2:4][CH2:5][CH2:6][CH2:7][CH2:8][CH2:9]/[CH:10]=[CH:11]\[CH2:12]/[CH:13]=[CH:14]\[CH2:15][CH2:16][CH2:17][CH2:18][CH3:19].CN([CH:24]=[O:25])C. Product: [CH:24](=[O:25])[CH2:2][CH2:3][CH2:4][CH2:5][CH2:6][CH2:7][CH2:8][CH2:9]/[CH:10]=[CH:11]\[CH2:12]/[CH:13]=[CH:14]\[CH2:15][CH2:16][CH2:17][CH2:18][CH3:19]. The catalyst class is: 28. (3) Reactant: [CH:1]1([CH:7]([C:9]2[O:10][C:11]3[CH:18]=[C:17]([F:19])[CH:16]=[CH:15][C:12]=3[C:13]=2[CH3:14])O)[CH2:6][CH2:5][CH2:4][CH2:3][CH2:2]1.S(Cl)([Cl:22])=O.C(=O)([O-])O.[Na+]. Product: [Cl:22][CH:7]([CH:1]1[CH2:6][CH2:5][CH2:4][CH2:3][CH2:2]1)[C:9]1[O:10][C:11]2[CH:18]=[C:17]([F:19])[CH:16]=[CH:15][C:12]=2[C:13]=1[CH3:14]. The catalyst class is: 11. (4) Reactant: [C:1]1([CH3:11])[CH:6]=[CH:5][C:4]([S:7](Cl)(=[O:9])=[O:8])=[CH:3][CH:2]=1.O.[NH2:13][C:14]1[CH:15]=[C:16]2[C:21](=[CH:22][CH:23]=1)[CH:20]=[N:19][CH:18]=[CH:17]2. Product: [C:1]1([CH3:11])[CH:6]=[CH:5][C:4]([S:7]([NH:13][C:14]2[CH:15]=[C:16]3[C:21](=[CH:22][CH:23]=2)[CH:20]=[N:19][CH:18]=[CH:17]3)(=[O:9])=[O:8])=[CH:3][CH:2]=1. The catalyst class is: 17. (5) Reactant: [CH3:1][S:2][C:3]1[CH:10]=[C:9]([N:11]2[CH2:15][CH2:14][CH2:13][CH2:12]2)[CH:8]=[CH:7][C:4]=1[C:5]#[N:6].P12(SP3(SP(SP(S3)(S1)=S)(=S)S2)=S)=[S:17]. Product: [CH3:1][S:2][C:3]1[CH:10]=[C:9]([N:11]2[CH2:15][CH2:14][CH2:13][CH2:12]2)[CH:8]=[CH:7][C:4]=1[C:5](=[S:17])[NH2:6]. The catalyst class is: 8. (6) Reactant: [CH3:1][O:2][C:3](=[O:20])[C@@H:4]([NH:9][C:10]([O:12][CH2:13][C:14]1[CH:19]=[CH:18][CH:17]=[CH:16][CH:15]=1)=[O:11])[CH2:5][C:6](O)=[O:7].B. Product: [CH3:1][O:2][C:3](=[O:20])[C@@H:4]([NH:9][C:10]([O:12][CH2:13][C:14]1[CH:15]=[CH:16][CH:17]=[CH:18][CH:19]=1)=[O:11])[CH2:5][CH2:6][OH:7]. The catalyst class is: 7. (7) Product: [CH:1]1([C:5]([NH:8][C@H:9]([C:16]2[CH:21]=[CH:20][CH:19]=[CH:18][CH:17]=2)[CH2:10][C:11]([O:13][CH2:14][CH3:15])=[O:12])=[O:6])[CH2:4][CH2:3][CH2:2]1. Reactant: [CH:1]1([C:5](Cl)=[O:6])[CH2:4][CH2:3][CH2:2]1.[NH2:8][C@H:9]([C:16]1[CH:21]=[CH:20][CH:19]=[CH:18][CH:17]=1)[CH2:10][C:11]([O:13][CH2:14][CH3:15])=[O:12].CCN(CC)CC. The catalyst class is: 34.